Dataset: Catalyst prediction with 721,799 reactions and 888 catalyst types from USPTO. Task: Predict which catalyst facilitates the given reaction. The catalyst class is: 61. Product: [OH:8][CH2:9][C@@H:10]1[C@@H:14]([C:15]2[CH:20]=[CH:19][CH:18]=[CH:17][CH:16]=2)[CH2:13][N:12]([CH2:21][C:22]2([P:27]([O:32][CH2:33][CH3:34])(=[O:31])[O:28][CH2:29][CH3:30])[CH2:26][CH2:25][CH2:24][CH2:23]2)[CH2:11]1. Reactant: [Si]([O:8][CH2:9][C@@H:10]1[C@@H:14]([C:15]2[CH:20]=[CH:19][CH:18]=[CH:17][CH:16]=2)[CH2:13][N:12]([CH2:21][C:22]2([P:27]([O:32][CH2:33][CH3:34])(=[O:31])[O:28][CH2:29][CH3:30])[CH2:26][CH2:25][CH2:24][CH2:23]2)[CH2:11]1)(C(C)(C)C)(C)C.